Dataset: Reaction yield outcomes from USPTO patents with 853,638 reactions. Task: Predict the reaction yield, written as a fraction of the theoretical maximum amount of product (1.0 means a 100% yield; for example, 0.34 means a 34% yield). (1) The reactants are [Cl-].COC1N=C(OC)N=C([N+]2(C)CCOCC2)N=1.[N:19]([C:22]1[CH:39]=[CH:38][C:25]([CH2:26][O:27][C:28]([N:30]2[C@H:34]([C:35]([OH:37])=O)[CH2:33][S:32][CH2:31]2)=[O:29])=[CH:24][CH:23]=1)=[N+:20]=[N-:21].[CH:40]1[C:52]2[CH:51]([CH2:53][O:54][C:55]([NH:57][C@@H:58]([CH2:62][CH2:63][CH2:64][CH2:65][NH2:66])[C:59]([OH:61])=[O:60])=[O:56])[C:50]3[C:45](=[CH:46][CH:47]=[CH:48][CH:49]=3)[C:44]=2[CH:43]=[CH:42][CH:41]=1.C(N(C(C)C)CC)(C)C. The catalyst is CN(C)C=O.C(O)=O. The product is [CH:49]1[C:50]2[CH:51]([CH2:53][O:54][C:55]([NH:57][C@@H:58]([CH2:62][CH2:63][CH2:64][CH2:65][NH:66][C:35]([C@@H:34]3[CH2:33][S:32][CH2:31][N:30]3[C:28]([O:27][CH2:26][C:25]3[CH:24]=[CH:23][C:22]([N:19]=[N+:20]=[N-:21])=[CH:39][CH:38]=3)=[O:29])=[O:37])[C:59]([OH:61])=[O:60])=[O:56])[C:52]3[C:44](=[CH:43][CH:42]=[CH:41][CH:40]=3)[C:45]=2[CH:46]=[CH:47][CH:48]=1. The yield is 0.510. (2) The reactants are Br[C:2]1[CH:11]=[CH:10][C:9]2[C:4](=[N:5][CH:6]=[CH:7][CH:8]=2)[N:3]=1.[CH2:12](B1OC(C)(C)C(C)(C)O1)[CH:13]=[CH2:14].[F-].[Cs+]. The catalyst is C(#N)C. The product is [CH2:14]([C:2]1[CH:11]=[CH:10][C:9]2[C:4](=[N:5][CH:6]=[CH:7][CH:8]=2)[N:3]=1)[CH:13]=[CH2:12]. The yield is 0.730. (3) The yield is 0.830. The reactants are Cl[C:2]1[CH:7]=[CH:6][N:5]=[C:4]([O:8][CH3:9])[CH:3]=1.C([Sn](CCCC)(CCCC)/[CH:15]=[CH:16]/[C:17]1[CH:22]=[CH:21][CH:20]=[CH:19][N:18]=1)CCC. The catalyst is C1(C)C=CC=CC=1. The product is [CH3:9][O:8][C:4]1[CH:3]=[C:2](/[CH:15]=[CH:16]/[C:17]2[CH:22]=[CH:21][CH:20]=[CH:19][N:18]=2)[CH:7]=[CH:6][N:5]=1. (4) The reactants are CC(C)([O-])C.[Na+].[NH:7]1[CH2:12][CH2:11][O:10][CH2:9][CH2:8]1.[CH:13]([O:16][C:17]([N:19]1[CH2:25][CH2:24][CH2:23][CH:22]([N:26]([C:42](=[O:44])[CH3:43])[CH2:27][C:28]2[CH:33]=[C:32]([C:34]([F:37])([F:36])[F:35])[CH:31]=[C:30]([C:38]([F:41])([F:40])[F:39])[CH:29]=2)[C:21]2[CH:45]=[C:46](Br)[CH:47]=[CH:48][C:20]1=2)=[O:18])([CH3:15])[CH3:14]. The catalyst is C1(C)C=CC=CC=1.ClCCl.C1C=CC(/C=C/C(/C=C/C2C=CC=CC=2)=O)=CC=1.C1C=CC(/C=C/C(/C=C/C2C=CC=CC=2)=O)=CC=1.C1C=CC(/C=C/C(/C=C/C2C=CC=CC=2)=O)=CC=1.[Pd].[Pd]. The product is [C:42]([N:26]([CH2:27][C:28]1[CH:33]=[C:32]([C:34]([F:37])([F:36])[F:35])[CH:31]=[C:30]([C:38]([F:40])([F:39])[F:41])[CH:29]=1)[CH:22]1[CH2:23][CH2:24][CH2:25][N:19]([C:17]([O:16][CH:13]([CH3:15])[CH3:14])=[O:18])[C:20]2[CH:48]=[CH:47][C:46]([N:7]3[CH2:12][CH2:11][O:10][CH2:9][CH2:8]3)=[CH:45][C:21]1=2)(=[O:44])[CH3:43]. The yield is 0.640. (5) The reactants are [CH2:1]1[C:9]2[C:4](=[CH:5][CH:6]=[CH:7][CH:8]=2)[CH2:3][NH:2]1.[CH2:10]([O:12][C:13]([CH:15]([C:20]1[CH:21]=[C:22]2[C:26](=[CH:27][CH:28]=1)[N:25]([C:29]([O:31][C:32]([CH3:35])([CH3:34])[CH3:33])=[O:30])[C:24](=[O:36])[C:23]2=[O:37])[CH2:16][CH2:17][CH2:18][CH3:19])=[O:14])[CH3:11]. The catalyst is O1CCCC1. The product is [C:32]([O:31][C:29]([NH:25][C:26]1[CH:27]=[CH:28][C:20]([CH:15]([CH2:16][CH2:17][CH2:18][CH3:19])[C:13]([O:12][CH2:10][CH3:11])=[O:14])=[CH:21][C:22]=1[C:23](=[O:37])[C:24]([N:2]1[CH2:3][C:4]2[C:9](=[CH:8][CH:7]=[CH:6][CH:5]=2)[CH2:1]1)=[O:36])=[O:30])([CH3:35])([CH3:34])[CH3:33]. The yield is 0.460. (6) The reactants are [Br:1]N1C(=O)CCC1=O.[N+:9]([C:12]1[CH:17]=[CH:16][N:15]=[CH:14][C:13]=1[NH:18][C@@H:19]([CH3:22])[CH2:20][OH:21])([O-:11])=[O:10]. The catalyst is C(#N)C. The product is [Br:1][C:16]1[N:15]=[CH:14][C:13]([NH:18][C@@H:19]([CH3:22])[CH2:20][OH:21])=[C:12]([N+:9]([O-:11])=[O:10])[CH:17]=1. The yield is 0.400. (7) The reactants are [CH3:1][C:2]([CH3:7])([CH3:6])[CH2:3][CH:4]=O.[O:8]1[CH2:12][CH2:11][CH2:10][C@@H:9]1[CH2:13][NH2:14].[S-:15][C:16]#[N:17].[K+].[I:19]I.S(S([O-])=O)([O-])(=O)=O.[Na+].[Na+]. The yield is 0.500. The product is [IH:19].[C:2]([C:3]1[S:15][C:16](=[NH:17])[N:14]([CH2:13][C@H:9]2[CH2:10][CH2:11][CH2:12][O:8]2)[CH:4]=1)([CH3:7])([CH3:6])[CH3:1]. The catalyst is C(#N)C.C(OCC)(=O)C.ClCCl.